This data is from NCI-60 drug combinations with 297,098 pairs across 59 cell lines. The task is: Regression. Given two drug SMILES strings and cell line genomic features, predict the synergy score measuring deviation from expected non-interaction effect. (1) Drug 1: C1CN1P(=S)(N2CC2)N3CC3. Drug 2: C1CC(=O)NC(=O)C1N2C(=O)C3=CC=CC=C3C2=O. Cell line: CCRF-CEM. Synergy scores: CSS=33.3, Synergy_ZIP=2.90, Synergy_Bliss=2.72, Synergy_Loewe=-10.8, Synergy_HSA=-1.39. (2) Drug 1: C1CN1P(=S)(N2CC2)N3CC3. Drug 2: C(CCl)NC(=O)N(CCCl)N=O. Cell line: A498. Synergy scores: CSS=-0.729, Synergy_ZIP=-1.44, Synergy_Bliss=0.378, Synergy_Loewe=-4.11, Synergy_HSA=-0.954. (3) Cell line: NCIH23. Drug 2: CC1=C(C=C(C=C1)C(=O)NC2=CC(=CC(=C2)C(F)(F)F)N3C=C(N=C3)C)NC4=NC=CC(=N4)C5=CN=CC=C5. Synergy scores: CSS=2.68, Synergy_ZIP=-1.21, Synergy_Bliss=-0.0130, Synergy_Loewe=-1.77, Synergy_HSA=-1.76. Drug 1: CN1CCC(CC1)COC2=C(C=C3C(=C2)N=CN=C3NC4=C(C=C(C=C4)Br)F)OC. (4) Drug 1: CCC1(CC2CC(C3=C(CCN(C2)C1)C4=CC=CC=C4N3)(C5=C(C=C6C(=C5)C78CCN9C7C(C=CC9)(C(C(C8N6C)(C(=O)OC)O)OC(=O)C)CC)OC)C(=O)OC)O.OS(=O)(=O)O. Drug 2: C1=NC(=NC(=O)N1C2C(C(C(O2)CO)O)O)N. Cell line: NCI-H226. Synergy scores: CSS=22.8, Synergy_ZIP=-5.30, Synergy_Bliss=-4.36, Synergy_Loewe=-2.80, Synergy_HSA=-2.68. (5) Drug 1: CC1CCCC2(C(O2)CC(NC(=O)CC(C(C(=O)C(C1O)C)(C)C)O)C(=CC3=CSC(=N3)C)C)C. Drug 2: CC1C(C(CC(O1)OC2CC(CC3=C2C(=C4C(=C3O)C(=O)C5=CC=CC=C5C4=O)O)(C(=O)C)O)N)O. Cell line: UACC62. Synergy scores: CSS=65.1, Synergy_ZIP=3.58, Synergy_Bliss=1.33, Synergy_Loewe=3.92, Synergy_HSA=3.98.